Dataset: Full USPTO retrosynthesis dataset with 1.9M reactions from patents (1976-2016). Task: Predict the reactants needed to synthesize the given product. (1) Given the product [F:25][C:26]1[CH:27]=[CH:28][C:29]([C@H:32]2[C@H:37]([CH2:38][OH:39])[CH2:36][CH2:35][N:34]([C:43]([O:45][C:46]([CH3:49])([CH3:48])[CH3:47])=[O:44])[CH2:33]2)=[CH:30][CH:31]=1, predict the reactants needed to synthesize it. The reactants are: ClC1C=CC([C@@H]2CCN(C(OC(C)(C)C)=O)C[C@H]2C(OC)=O)=CC=1.[F:25][C:26]1[CH:31]=[CH:30][C:29]([C@H:32]2[C@H:37]([C:38](OCC)=[O:39])[CH2:36][CH2:35][N:34]([C:43]([O:45][C:46]([CH3:49])([CH3:48])[CH3:47])=[O:44])[CH2:33]2)=[CH:28][CH:27]=1. (2) Given the product [F:1][C:2]([F:7])([F:6])[C:3]([OH:5])=[O:4].[CH3:33][N:31]([CH3:32])[CH2:30][CH2:29][O:28][C:25]1[CH:26]=[CH:27][C:22]([CH:18]([NH:17][C:14]2[CH:13]=[CH:12][C:11]([C:8]([NH2:9])=[NH:10])=[CH:16][CH:15]=2)[C:19]([NH:70][NH:69][C:64]2[CH:65]=[CH:66][CH:67]=[CH:68][C:63]=2[O:62][CH3:61])=[O:20])=[CH:23][C:24]=1[O:34][CH2:35][CH3:36], predict the reactants needed to synthesize it. The reactants are: [F:1][C:2]([F:7])([F:6])[C:3]([OH:5])=[O:4].[C:8]([C:11]1[CH:16]=[CH:15][C:14]([NH:17][CH:18]([C:22]2[CH:27]=[CH:26][C:25]([O:28][CH2:29][CH2:30][N:31]([CH3:33])[CH3:32])=[C:24]([O:34][CH2:35][CH3:36])[CH:23]=2)[C:19](O)=[O:20])=[CH:13][CH:12]=1)(=[NH:10])[NH2:9].O.ON1C2C=CC=CC=2N=N1.Cl.C(N=C=NCCCN(C)C)C.Cl.[CH3:61][O:62][C:63]1[CH:68]=[CH:67][CH:66]=[CH:65][C:64]=1[NH:69][NH2:70].C(N(CC)CC)C. (3) Given the product [CH2:15]([Si:3]([CH2:1][CH3:2])([CH2:17][CH3:18])[O:4][C@@H:5]1[C@@H:12]([CH:13]=[O:14])[O:11][CH2:10][CH2:9][C@@:6]21[O:8][CH2:7]2)[CH3:16], predict the reactants needed to synthesize it. The reactants are: [CH2:1]([Si:3]([CH2:17][CH3:18])([CH2:15][CH3:16])[O:4][C@@H:5]1[C@@H:12]([CH2:13][OH:14])[O:11][CH2:10][CH2:9][C@@:6]21[O:8][CH2:7]2)[CH3:2].C[N+]1([O-])CCOCC1. (4) Given the product [Cl:1][C:2]1[C:10]2[CH:9]([CH2:11][C:12]([OH:14])=[O:13])[O:8][B:7]([OH:17])[C:6]=2[CH:5]=[C:4]([O:18][C:19]2[CH:24]=[N:23][CH:22]=[CH:21][N:20]=2)[CH:3]=1, predict the reactants needed to synthesize it. The reactants are: [Cl:1][C:2]1[C:10]2[CH:9]([CH2:11][C:12]([O:14]CC)=[O:13])[O:8][B:7]([OH:17])[C:6]=2[CH:5]=[C:4]([O:18][C:19]2[CH:24]=[N:23][CH:22]=[CH:21][N:20]=2)[CH:3]=1.[OH-].[Li+].Cl. (5) Given the product [Br:20][C:21]1[N:22]=[C:23]([O:16][C:13]2[CH:12]=[CH:11][C:10]([CH2:9][C@H:8]3[CH2:17][O:18][C:6](=[O:19])[NH:7]3)=[CH:15][CH:14]=2)[CH:24]=[CH:25][CH:26]=1, predict the reactants needed to synthesize it. The reactants are: C(O[C:6](=[O:19])[NH:7][C@H:8]([CH2:17][OH:18])[CH2:9][C:10]1[CH:15]=[CH:14][C:13]([OH:16])=[CH:12][CH:11]=1)(C)(C)C.[Br:20][C:21]1[CH:26]=[CH:25][CH:24]=[C:23](Br)[N:22]=1.C(=O)([O-])[O-].[K+].[K+].C(OCC)(=O)C. (6) Given the product [Br:28][C:29]1[C:30]([O:11][C@H:12]2[CH2:16][N:15]([C:17]([O:19][C:20]([CH3:21])([CH3:22])[CH3:23])=[O:18])[C@H:14]([C:24]([O:26][CH3:27])=[O:25])[CH2:13]2)=[N:31][CH:32]=[CH:33][CH:34]=1, predict the reactants needed to synthesize it. The reactants are: BrC1C=CC(S([O:11][C@@H:12]2[CH2:16][N:15]([C:17]([O:19][C:20]([CH3:23])([CH3:22])[CH3:21])=[O:18])[C@H:14]([C:24]([O:26][CH3:27])=[O:25])[CH2:13]2)(=O)=O)=CC=1.[Br:28][C:29]1[C:30](O)=[N:31][CH:32]=[CH:33][CH:34]=1.O.CCOC(C)=O. (7) Given the product [NH:14]1[CH:15]=[C:11]([C:9]2[N:8]([S:16]([C:19]3[CH:25]=[CH:24][C:22]([CH3:23])=[CH:21][CH:20]=3)(=[O:18])=[O:17])[C:4]3=[N:5][CH:6]=[CH:7][C:2]([C:57]4[CH:58]=[C:53]([NH:52][C:49](=[O:51])[CH3:50])[CH:54]=[CH:55][CH:56]=4)=[C:3]3[CH:10]=2)[CH:12]=[N:13]1, predict the reactants needed to synthesize it. The reactants are: Br[C:2]1[CH:7]=[CH:6][N:5]=[C:4]2[N:8]([S:16]([C:19]3[CH:25]=[CH:24][C:22]([CH3:23])=[CH:21][CH:20]=3)(=[O:18])=[O:17])[C:9]([C:11]3[CH:12]=[N:13][NH:14][CH:15]=3)=[CH:10][C:3]=12.BrC1C=CN=C2N(COCC[Si](C)(C)C)C(C3C=NNC=3)=CC=12.[C:49]([NH:52][C:53]1[CH:54]=[C:55](B(O)O)[CH:56]=[CH:57][CH:58]=1)(=[O:51])[CH3:50]. (8) Given the product [CH2:1]([O:3][C:4]1[CH:5]=[C:6]([C:7]2[O:8][CH:17]=[C:18]([C:19]([O:21][CH2:22][CH3:23])=[O:20])[N:9]=2)[CH:10]=[CH:11][C:12]=1[O:13][CH2:14][CH3:15])[CH3:2], predict the reactants needed to synthesize it. The reactants are: [CH2:1]([O:3][C:4]1[CH:5]=[C:6]([CH:10]=[CH:11][C:12]=1[O:13][CH2:14][CH3:15])[C:7]([NH2:9])=[O:8])[CH3:2].Br[CH2:17][C:18](=O)[C:19]([O:21][CH2:22][CH3:23])=[O:20]. (9) Given the product [N:31]([CH2:12][C@H:13]1[CH2:22][CH2:21][C:20]2[C:15](=[C:16]([C:24]3[CH:29]=[CH:28][CH:27]=[CH:26][C:25]=3[Cl:30])[C:17]([Cl:23])=[CH:18][CH:19]=2)[O:14]1)=[N+:32]=[N-:33], predict the reactants needed to synthesize it. The reactants are: CC1C=CC(S(O[CH2:12][C@H:13]2[CH2:22][CH2:21][C:20]3[C:15](=[C:16]([C:24]4[CH:29]=[CH:28][CH:27]=[CH:26][C:25]=4[Cl:30])[C:17]([Cl:23])=[CH:18][CH:19]=3)[O:14]2)(=O)=O)=CC=1.[N-:31]=[N+:32]=[N-:33].[Na+].